Dataset: Peptide-MHC class II binding affinity with 134,281 pairs from IEDB. Task: Regression. Given a peptide amino acid sequence and an MHC pseudo amino acid sequence, predict their binding affinity value. This is MHC class II binding data. (1) The peptide sequence is AAKEDFLGCLVKEIP. The MHC is DRB1_0802 with pseudo-sequence DRB1_0802. The binding affinity (normalized) is 0.123. (2) The peptide sequence is EKKYFAATQFEPTAA. The MHC is HLA-DPA10201-DPB11401 with pseudo-sequence HLA-DPA10201-DPB11401. The binding affinity (normalized) is 0.438.